From a dataset of Full USPTO retrosynthesis dataset with 1.9M reactions from patents (1976-2016). Predict the reactants needed to synthesize the given product. (1) Given the product [Br:1][C:2]1[NH:3][CH:4]=[C:5]([C:7]([NH:10][C@@H:11]([CH3:27])[CH2:12][N:13]2[CH:17]=[CH:16][C:15]([C:18]3[CH:25]=[CH:24][C:21]([C:22]#[N:23])=[C:20]([Cl:26])[CH:19]=3)=[N:14]2)=[O:9])[N:6]=1, predict the reactants needed to synthesize it. The reactants are: [Br:1][C:2]1[NH:3][CH:4]=[C:5]([C:7]([OH:9])=O)[N:6]=1.[NH2:10][C@@H:11]([CH3:27])[CH2:12][N:13]1[CH:17]=[CH:16][C:15]([C:18]2[CH:25]=[CH:24][C:21]([C:22]#[N:23])=[C:20]([Cl:26])[CH:19]=2)=[N:14]1.CN(C=O)C.C(Cl)Cl. (2) Given the product [C:12]([NH:11][C:10]1[C:4]2[C:5](=[N:6][CH:7]=[C:2]([Br:1])[C:3]=2[N:16]2[CH2:21][CH2:20][CH2:19][C@@H:18]([NH:22][C:23](=[O:29])[O:24][C:25]([CH3:27])([CH3:26])[CH3:28])[CH2:17]2)[NH:8][CH:9]=1)(=[O:14])[CH3:13], predict the reactants needed to synthesize it. The reactants are: [Br:1][C:2]1[C:3](F)=[C:4]2[C:10]([NH:11][C:12](=[O:14])[CH3:13])=[CH:9][NH:8][C:5]2=[N:6][CH:7]=1.[NH:16]1[CH2:21][CH2:20][CH2:19][C@@H:18]([NH:22][C:23](=[O:29])[O:24][C:25]([CH3:28])([CH3:27])[CH3:26])[CH2:17]1.CC#N.O. (3) Given the product [Cl:24][C:19]1[CH:20]=[CH:21][CH:22]=[CH:23][C:18]=1[C:5]1[N:6]([C:11]2[CH:16]=[CH:15][C:14]([Cl:17])=[CH:13][CH:12]=2)[C:7]2[C:3]([N:4]=1)=[C:2]([N:38]1[CH2:37][CH2:36][C:35]([C:41]3[CH:42]=[CH:43][CH:44]=[CH:45][CH:46]=3)([C:32]([NH2:33])=[O:34])[CH2:40][CH2:39]1)[N:10]=[CH:9][N:8]=2, predict the reactants needed to synthesize it. The reactants are: Cl[C:2]1[N:10]=[CH:9][N:8]=[C:7]2[C:3]=1[N:4]=[C:5]([C:18]1[CH:23]=[CH:22][CH:21]=[CH:20][C:19]=1[Cl:24])[N:6]2[C:11]1[CH:16]=[CH:15][C:14]([Cl:17])=[CH:13][CH:12]=1.FC(F)(F)C([O-])=O.[C:32]([C:35]1([C:41]2[CH:46]=[CH:45][CH:44]=[CH:43][CH:42]=2)[CH2:40][CH2:39][NH2+:38][CH2:37][CH2:36]1)(=[O:34])[NH2:33].C(N(CC)CC)C.